From a dataset of Full USPTO retrosynthesis dataset with 1.9M reactions from patents (1976-2016). Predict the reactants needed to synthesize the given product. (1) Given the product [CH3:1][O:2][C:3]([C:5]1[C:6]([O:13][CH3:14])=[N:7][C:8]([C:24]2[C:25]([CH2:29][CH3:30])=[CH:26][CH:27]=[CH:28][C:23]=2[CH2:21][CH3:22])=[N:9][C:10]=1[CH3:11])=[O:4], predict the reactants needed to synthesize it. The reactants are: [CH3:1][O:2][C:3]([C:5]1[C:6]([O:13][CH3:14])=[N:7][C:8](Cl)=[N:9][C:10]=1[CH3:11])=[O:4].C(=O)([O-])[O-].[K+].[K+].[CH2:21]([C:23]1[CH:28]=[CH:27][CH:26]=[C:25]([CH2:29][CH3:30])[C:24]=1B(O)O)[CH3:22]. (2) Given the product [N+:1]([C:4]1[CH:10]=[CH:9][C:7]([NH:8][N:11]=[C:17]2[CH2:22][CH2:21][CH2:20][CH2:19][C:18]2=[O:23])=[CH:6][CH:5]=1)([O-:3])=[O:2], predict the reactants needed to synthesize it. The reactants are: [N+:1]([C:4]1[CH:10]=[CH:9][C:7]([NH2:8])=[CH:6][CH:5]=1)([O-:3])=[O:2].[N:11]([O-])=O.[Na+].OC=[C:17]1[CH2:22][CH2:21][CH2:20][CH2:19][C:18]1=[O:23].C([O-])(=O)C.[Na+]. (3) Given the product [C:8]([O:12][C:13]([NH:15][C@@H:16]([CH2:29][C:30]([O:32][C:33]1[C:38]([CH3:39])=[CH:37][CH:36]=[CH:35][C:34]=1[S:40][S:41][CH2:42][CH3:43])=[O:31])[C:17]([O:19][CH2:20][C:21]#[N:46])=[O:18])=[O:14])([CH3:11])([CH3:10])[CH3:9], predict the reactants needed to synthesize it. The reactants are: FC(F)(F)C(O)=O.[C:8]([O:12][C:13]([NH:15][C@@H:16]([CH2:29][C:30]([O:32][C:33]1[C:38]([CH3:39])=[CH:37][CH:36]=[CH:35][C:34]=1[S:40][S:41][CH2:42][CH3:43])=[O:31])[C:17]([O:19][C:20](C1C=CC=CC=1)(C)[CH3:21])=[O:18])=[O:14])([CH3:11])([CH3:10])[CH3:9].CC[N:46](C(C)C)C(C)C. (4) Given the product [F:21][C:22]1[C:27]([CH:28]([OH:29])[C:17]2[C:11]3[C:12](=[N:13][CH:14]=[C:9]([B:4]4[O:3][C:2]([CH3:18])([CH3:1])[C:6]([CH3:7])([CH3:8])[O:5]4)[CH:10]=3)[NH:15][CH:16]=2)=[C:26]([F:30])[CH:25]=[CH:24][C:23]=1[NH:31][S:32]([CH2:35][CH2:36][CH3:37])(=[O:34])=[O:33], predict the reactants needed to synthesize it. The reactants are: [CH3:1][C:2]1([CH3:18])[C:6]([CH3:8])([CH3:7])[O:5][B:4]([C:9]2[CH:10]=[C:11]3[CH:17]=[CH:16][NH:15][C:12]3=[N:13][CH:14]=2)[O:3]1.[OH-].[K+].[F:21][C:22]1[C:27]([CH:28]=[O:29])=[C:26]([F:30])[CH:25]=[CH:24][C:23]=1[NH:31][S:32]([CH2:35][CH2:36][CH3:37])(=[O:34])=[O:33]. (5) Given the product [OH:3][CH2:4][C:5]([C@H:7]([C@@H:9]([C@@H:11]([CH2:13][OH:14])[OH:12])[OH:10])[OH:8])=[O:6].[O:15]=[CH:16][C@@H:17]([C@H:19]([C@@H:21]([C@@H:23]([CH2:25][OH:26])[OH:24])[OH:22])[OH:20])[OH:18], predict the reactants needed to synthesize it. The reactants are: [Cl-].[Na+].[O:3]=[CH:4][C@@H:5]([C@H:7]([C@@H:9]([C@@H:11]([CH2:13][OH:14])[OH:12])[OH:10])[OH:8])[OH:6].[OH:15][CH2:16][C:17]([C@H:19]([C@@H:21]([C@@H:23]([CH2:25][OH:26])[OH:24])[OH:22])[OH:20])=[O:18].Cl.[Cl-].[Al+3].[Cl-].[Cl-]. (6) Given the product [CH3:31][O:30][C:28]1[CH:27]=[C:25]([NH:26][C:2]2[O:3][C:4]([C:7]3[CH:8]=[C:9]([C:13]4[C:14](=[O:19])[NH:15][CH:16]=[CH:17][CH:18]=4)[CH:10]=[CH:11][CH:12]=3)=[CH:5][N:6]=2)[CH:24]=[C:23]([O:22][CH3:21])[CH:29]=1, predict the reactants needed to synthesize it. The reactants are: Cl[C:2]1[O:3][C:4]([C:7]2[CH:8]=[C:9]([C:13]3[C:14]([O:19]C)=[N:15][CH:16]=[CH:17][CH:18]=3)[CH:10]=[CH:11][CH:12]=2)=[CH:5][N:6]=1.[CH3:21][O:22][C:23]1[CH:24]=[C:25]([CH:27]=[C:28]([O:30][CH3:31])[CH:29]=1)[NH2:26].Cl. (7) Given the product [ClH:1].[C:27]([CH2:26][NH:25][CH2:18][C:16]1[C:15]([O:20][CH3:21])=[C:14]2[C:9]([CH:10]=[N:11][C:12]([NH:22][CH3:23])=[N:13]2)=[C:8]([C:4]2[CH:5]=[CH:6][CH:7]=[C:2]([Cl:1])[CH:3]=2)[CH:17]=1)([OH:29])=[O:28], predict the reactants needed to synthesize it. The reactants are: [Cl:1][C:2]1[CH:3]=[C:4]([C:8]2[CH:17]=[C:16]([CH:18]=O)[C:15]([O:20][CH3:21])=[C:14]3[C:9]=2[CH:10]=[N:11][C:12]([NH:22][CH3:23])=[N:13]3)[CH:5]=[CH:6][CH:7]=1.Cl.[NH2:25][CH2:26][C:27]([OH:29])=[O:28].C(O[BH-](OC(=O)C)OC(=O)C)(=O)C.[Na+].Cl.